Task: Predict which catalyst facilitates the given reaction.. Dataset: Catalyst prediction with 721,799 reactions and 888 catalyst types from USPTO (1) Reactant: [OH:1][CH2:2][C@@H:3]1[O:7][C:6](=[O:8])[CH2:5][CH2:4]1.CC1C=CC=C(C)N=1.[S:17](O[S:17]([C:20]([F:23])([F:22])[F:21])(=[O:19])=[O:18])([C:20]([F:23])([F:22])[F:21])(=[O:19])=[O:18].OS([O-])(=O)=O.[K+]. Product: [F:21][C:20]([F:23])([F:22])[S:17]([O:1][CH2:2][C@H:3]1[CH2:4][CH2:5][C:6](=[O:8])[O:7]1)(=[O:19])=[O:18]. The catalyst class is: 2. (2) Reactant: [C:1]([Si:5]([O:8][C@@H:9]([CH2:13][CH2:14][CH2:15][CH2:16][CH3:17])[CH2:10][CH2:11]I)([CH3:7])[CH3:6])([CH3:4])([CH3:3])[CH3:2].C([Li])(C)(C)C.[Cu](C#N)C#N.C[Li].[CH2:30]([O:37][C:38]1[CH:39]=[C:40]([CH:56]=[CH:57][CH:58]=1)[CH2:41][C:42]1[C:43](=[O:55])[CH2:44][C@@H:45]([O:47][Si:48]([C:51]([CH3:54])([CH3:53])[CH3:52])([CH3:50])[CH3:49])[CH:46]=1)[C:31]1[CH:36]=[CH:35][CH:34]=[CH:33][CH:32]=1. Product: [CH2:30]([O:37][C:38]1[CH:39]=[C:40]([CH:56]=[CH:57][CH:58]=1)[CH2:41][C@@H:42]1[C@@H:46]([CH2:11][CH2:10][C@@H:9]([O:8][Si:5]([C:1]([CH3:4])([CH3:3])[CH3:2])([CH3:7])[CH3:6])[CH2:13][CH2:14][CH2:15][CH2:16][CH3:17])[C@H:45]([O:47][Si:48]([C:51]([CH3:52])([CH3:53])[CH3:54])([CH3:49])[CH3:50])[CH2:44][C:43]1=[O:55])[C:31]1[CH:32]=[CH:33][CH:34]=[CH:35][CH:36]=1. The catalyst class is: 28. (3) Reactant: [F:1][C:2]1[CH:3]=[C:4]([CH:35]=[CH:36][CH:37]=1)[CH2:5][O:6][C:7]1[CH:33]=[CH:32][C:10]([NH:11][C:12]2[C:21]3[C:16](=[CH:17][CH:18]=[C:19]([C:22]4[O:26][C:25]([CH:27]=[CH:28][C:29](O)=[O:30])=[CH:24][CH:23]=4)[CH:20]=3)[N:15]=[CH:14][N:13]=2)=[CH:9][C:8]=1[Cl:34].C(N1C=CN=C1)(N1C=CN=C1)=O.[CH:50]([S:53]([CH2:56][CH2:57][NH2:58])(=[O:55])=[O:54])([CH3:52])[CH3:51]. Product: [F:1][C:2]1[CH:3]=[C:4]([CH:35]=[CH:36][CH:37]=1)[CH2:5][O:6][C:7]1[CH:33]=[CH:32][C:10]([NH:11][C:12]2[C:21]3[C:16](=[CH:17][CH:18]=[C:19]([C:22]4[O:26][C:25]([CH:27]=[CH:28][C:29]([NH:58][CH2:57][CH2:56][S:53]([CH:50]([CH3:52])[CH3:51])(=[O:55])=[O:54])=[O:30])=[CH:24][CH:23]=4)[CH:20]=3)[N:15]=[CH:14][N:13]=2)=[CH:9][C:8]=1[Cl:34]. The catalyst class is: 3. (4) Reactant: [OH-].[K+].[C:3]([N:11]1[CH2:24][CH2:23][C:22]2[C:21]3[CH:20]=[CH:19][CH:18]=[CH:17][C:16]=3[N:15]([CH2:25][CH2:26][C:27](OCC)=[O:28])[C:14]=2[CH2:13][CH2:12]1)(=[O:10])[C:4]1[CH:9]=[CH:8][CH:7]=[CH:6][CH:5]=1.Cl. Product: [C:3]([N:11]1[CH2:12][CH2:13][C:14]2[N:15]3[C:16]4[C:17](=[CH:18][CH:19]=[CH:20][C:21]=4[C:22]=2[CH2:23][CH2:24]1)[C:27](=[O:28])[CH2:26][CH2:25]3)(=[O:10])[C:4]1[CH:5]=[CH:6][CH:7]=[CH:8][CH:9]=1. The catalyst class is: 90.